Dataset: NCI-60 drug combinations with 297,098 pairs across 59 cell lines. Task: Regression. Given two drug SMILES strings and cell line genomic features, predict the synergy score measuring deviation from expected non-interaction effect. (1) Drug 1: C1CCC(C1)C(CC#N)N2C=C(C=N2)C3=C4C=CNC4=NC=N3. Drug 2: C1=CC(=CC=C1C#N)C(C2=CC=C(C=C2)C#N)N3C=NC=N3. Cell line: U251. Synergy scores: CSS=3.52, Synergy_ZIP=-0.391, Synergy_Bliss=2.27, Synergy_Loewe=3.01, Synergy_HSA=2.17. (2) Drug 2: CC1=C(C(=CC=C1)Cl)NC(=O)C2=CN=C(S2)NC3=CC(=NC(=N3)C)N4CCN(CC4)CCO. Drug 1: CCC1=C2CN3C(=CC4=C(C3=O)COC(=O)C4(CC)O)C2=NC5=C1C=C(C=C5)O. Synergy scores: CSS=4.27, Synergy_ZIP=1.15, Synergy_Bliss=-5.33, Synergy_Loewe=-22.4, Synergy_HSA=-4.16. Cell line: SN12C. (3) Synergy scores: CSS=41.5, Synergy_ZIP=-0.695, Synergy_Bliss=-1.43, Synergy_Loewe=-0.0896, Synergy_HSA=-1.19. Drug 1: C1CCC(C(C1)N)N.C(=O)(C(=O)[O-])[O-].[Pt+4]. Cell line: RXF 393. Drug 2: B(C(CC(C)C)NC(=O)C(CC1=CC=CC=C1)NC(=O)C2=NC=CN=C2)(O)O. (4) Drug 1: CCC(=C(C1=CC=CC=C1)C2=CC=C(C=C2)OCCN(C)C)C3=CC=CC=C3.C(C(=O)O)C(CC(=O)O)(C(=O)O)O. Drug 2: C1CC(C1)(C(=O)O)C(=O)O.[NH2-].[NH2-].[Pt+2]. Cell line: SNB-75. Synergy scores: CSS=12.3, Synergy_ZIP=-3.31, Synergy_Bliss=-1.68, Synergy_Loewe=3.14, Synergy_HSA=1.51. (5) Drug 1: CC(CN1CC(=O)NC(=O)C1)N2CC(=O)NC(=O)C2. Drug 2: CS(=O)(=O)OCCCCOS(=O)(=O)C. Cell line: NCIH23. Synergy scores: CSS=22.6, Synergy_ZIP=-4.17, Synergy_Bliss=5.52, Synergy_Loewe=3.73, Synergy_HSA=6.47. (6) Drug 1: CC1C(C(CC(O1)OC2CC(CC3=C2C(=C4C(=C3O)C(=O)C5=C(C4=O)C(=CC=C5)OC)O)(C(=O)C)O)N)O.Cl. Drug 2: CC1=CC=C(C=C1)C2=CC(=NN2C3=CC=C(C=C3)S(=O)(=O)N)C(F)(F)F. Cell line: HCC-2998. Synergy scores: CSS=16.6, Synergy_ZIP=2.10, Synergy_Bliss=7.02, Synergy_Loewe=-11.2, Synergy_HSA=6.19.